Dataset: Forward reaction prediction with 1.9M reactions from USPTO patents (1976-2016). Task: Predict the product of the given reaction. (1) Given the reactants Br[CH2:2][CH2:3][CH2:4][O:5][C:6]1[CH:11]=[CH:10][C:9]([C:12]2[N:16]=[C:15]([C:17]3[CH:22]=[CH:21][C:20]([O:23][CH:24]([CH3:26])[CH3:25])=[C:19]([Cl:27])[CH:18]=3)[O:14][N:13]=2)=[C:8]([CH2:28][CH3:29])[CH:7]=1.[CH3:30][NH2:31], predict the reaction product. The product is: [Cl:27][C:19]1[CH:18]=[C:17]([C:15]2[O:14][N:13]=[C:12]([C:9]3[CH:10]=[CH:11][C:6]([O:5][CH2:4][CH2:3][CH2:2][NH:31][CH3:30])=[CH:7][C:8]=3[CH2:28][CH3:29])[N:16]=2)[CH:22]=[CH:21][C:20]=1[O:23][CH:24]([CH3:26])[CH3:25]. (2) Given the reactants [O:1]1[CH2:6][CH2:5][CH:4]([OH:7])[CH2:3][CH2:2]1.[H-].[Na+].[C:10]([O:14][CH2:15][CH2:16]Br)([CH3:13])([CH3:12])[CH3:11].[Cl-].[NH4+], predict the reaction product. The product is: [C:10]([O:14][CH2:15][CH2:16][O:7][CH:4]1[CH2:5][CH2:6][O:1][CH2:2][CH2:3]1)([CH3:13])([CH3:12])[CH3:11]. (3) The product is: [Br:6][C:7]1[N:8]=[C:9]([O:21][CH2:22][CH3:23])[N:10]([CH2:13][O:14][CH2:15][CH2:16][Si:17]([CH3:20])([CH3:19])[CH3:18])[C:11]=1[Cl:32]. Given the reactants C([Li])CCC.[Br:6][C:7]1[N:8]=[C:9]([O:21][CH2:22][CH3:23])[N:10]([CH2:13][O:14][CH2:15][CH2:16][Si:17]([CH3:20])([CH3:19])[CH3:18])[C:11]=1Br.CN(C)CCN(C)C.[Cl:32]C(Cl)(Cl)C(Cl)(Cl)Cl, predict the reaction product. (4) Given the reactants C1(C)C=CC(C(C2C=CC(C)=CC=2)S(CC(N)=O)=[O:9])=CC=1.[F:22][C:23]([F:47])([F:46])[C:24]1[CH:29]=[CH:28][C:27]([CH:30]([C:36]2[CH:41]=[CH:40][C:39]([C:42]([F:45])([F:44])[F:43])=[CH:38][CH:37]=2)[S:31][CH2:32][C:33]([NH2:35])=[O:34])=[CH:26][CH:25]=1, predict the reaction product. The product is: [F:47][C:23]([F:22])([F:46])[C:24]1[CH:29]=[CH:28][C:27]([CH:30]([C:36]2[CH:41]=[CH:40][C:39]([C:42]([F:45])([F:44])[F:43])=[CH:38][CH:37]=2)[S:31]([CH2:32][C:33]([NH2:35])=[O:34])=[O:9])=[CH:26][CH:25]=1. (5) Given the reactants Cl[S:2]([N:5]=[C:6]=[O:7])(=[O:4])=[O:3].[C:8]([OH:12])([CH3:11])([CH3:10])[CH3:9].CC[N:15]([CH:19]([CH3:21])[CH3:20])C(C)C.ClS([N:26]=[C:27]=[O:28])(=O)=O.[C:29](O)(C)([CH3:31])[CH3:30], predict the reaction product. The product is: [C:27]([NH:26][C:6]([N:5]=[S:2](=[O:4])=[O:3])=[O:7])([O:12][C:8]([CH3:11])([CH3:10])[CH3:9])=[O:28].[NH2:15][C:19]1[CH:20]=[CH:31][CH:29]=[CH:30][CH:21]=1. (6) Given the reactants [N:1]([C:4](=[CH:10][C:11]1[C:12]2[N:13]([CH:17]=[C:18]([CH:20]([O:24][CH2:25][CH3:26])[O:21][CH2:22][CH3:23])[N:19]=2)[CH:14]=[CH:15][CH:16]=1)[C:5]([O:7][CH2:8][CH3:9])=[O:6])=[N+]=[N-].[K+].[Br-], predict the reaction product. The product is: [CH2:22]([O:21][CH:20]([O:24][CH2:25][CH3:26])[C:18]1[CH2:17][N:13]2[CH:14]=[CH:15][C:16]3[C:11]([CH:10]=[C:4]([C:5]([O:7][CH2:8][CH3:9])=[O:6])[N:1]=3)=[C:12]2[N:19]=1)[CH3:23]. (7) Given the reactants Br[C:2]1[S:6][C:5]([NH2:7])=[N:4][CH:3]=1.C([O-])([O-])=O.[K+].[K+].[C:14]([O:18][CH2:19][CH3:20])(=[O:17])[CH2:15][SH:16].O, predict the reaction product. The product is: [CH2:19]([O:18][C:14](=[O:17])[CH2:15][S:16][C:2]1[S:6][C:5]([NH2:7])=[N:4][CH:3]=1)[CH3:20].